Dataset: Peptide-MHC class I binding affinity with 185,985 pairs from IEDB/IMGT. Task: Regression. Given a peptide amino acid sequence and an MHC pseudo amino acid sequence, predict their binding affinity value. This is MHC class I binding data. (1) The binding affinity (normalized) is 0.274. The peptide sequence is VPVWKEATTTL. The MHC is HLA-B35:03 with pseudo-sequence HLA-B35:03. (2) The peptide sequence is IYQEPFKNLK. The MHC is HLA-A30:02 with pseudo-sequence HLA-A30:02. The binding affinity (normalized) is 0.238. (3) The peptide sequence is HSKKKCDEL. The binding affinity (normalized) is 0. The MHC is HLA-B07:02 with pseudo-sequence HLA-B07:02. (4) The peptide sequence is KMTPWSAYW. The MHC is HLA-B15:17 with pseudo-sequence HLA-B15:17. The binding affinity (normalized) is 0.954. (5) The peptide sequence is STCYVFGLY. The MHC is HLA-B53:01 with pseudo-sequence HLA-B53:01. The binding affinity (normalized) is 0.149.